The task is: Predict the product of the given reaction.. This data is from Forward reaction prediction with 1.9M reactions from USPTO patents (1976-2016). (1) Given the reactants Cl.[CH3:2][C:3]1[CH:4]=[C:5]([CH:15]([NH2:17])[CH3:16])[CH:6]=[N:7][C:8]=1[O:9][CH2:10][C:11]([F:14])([F:13])[F:12].[Cl:18][C:19]1[N:24]=[C:23]([C:25](O)=[O:26])[CH:22]=[C:21]([CH3:28])[N:20]=1, predict the reaction product. The product is: [Cl:18][C:19]1[N:24]=[C:23]([C:25]([NH:17][CH:15]([C:5]2[CH:6]=[N:7][C:8]([O:9][CH2:10][C:11]([F:14])([F:12])[F:13])=[C:3]([CH3:2])[CH:4]=2)[CH3:16])=[O:26])[CH:22]=[C:21]([CH3:28])[N:20]=1. (2) Given the reactants [F:1][C:2]1[CH:11]=[C:10]2[C:5]([C:6](=O)[CH2:7][C:8]([CH3:13])([CH3:12])[O:9]2)=[CH:4][CH:3]=1.Cl.O([NH2:18])C.N1C=CC=CC=1, predict the reaction product. The product is: [F:1][C:2]1[CH:11]=[C:10]2[C:5]([CH:6]([NH2:18])[CH2:7][C:8]([CH3:13])([CH3:12])[O:9]2)=[CH:4][CH:3]=1. (3) Given the reactants [Br:1][C:2]1[CH:3]=[C:4]2[C:8](=[CH:9][CH:10]=1)[C:7](=O)[CH2:6][CH2:5]2.Cl.[CH2:13]([O:20][NH2:21])[C:14]1[CH:19]=[CH:18][CH:17]=[CH:16][CH:15]=1.N1C=CC=CC=1, predict the reaction product. The product is: [CH2:13]([O:20]/[N:21]=[C:7]1\[CH2:6][CH2:5][C:4]2[C:8]\1=[CH:9][CH:10]=[C:2]([Br:1])[CH:3]=2)[C:14]1[CH:19]=[CH:18][CH:17]=[CH:16][CH:15]=1. (4) The product is: [F:9][C:6]1[CH:7]=[CH:8][C:3]([C:1]2[N:12]=[N:11][N:10]([C:13]3[CH:38]=[CH:37][C:16]4[C:17](=[O:36])[N:18]([CH2:20][C:21]([N:23]5[CH2:28][CH2:27][N:26]([C:29]([O:31][C:32]([CH3:33])([CH3:34])[CH3:35])=[O:30])[CH2:25][CH2:24]5)=[O:22])[S:19][C:15]=4[CH:14]=3)[CH:2]=2)=[CH:4][CH:5]=1. Given the reactants [C:1]([C:3]1[CH:8]=[CH:7][C:6]([F:9])=[CH:5][CH:4]=1)#[CH:2].[N:10]([C:13]1[CH:38]=[CH:37][C:16]2[C:17](=[O:36])[N:18]([CH2:20][C:21]([N:23]3[CH2:28][CH2:27][N:26]([C:29]([O:31][C:32]([CH3:35])([CH3:34])[CH3:33])=[O:30])[CH2:25][CH2:24]3)=[O:22])[S:19][C:15]=2[CH:14]=1)=[N+:11]=[N-:12].O=C1O[C@H]([C@H](CO)O)C([O-])=C1O.[Na+], predict the reaction product. (5) The product is: [CH2:1]([O:3][C:4](=[O:10])[C:5](=[N:8][OH:9])[CH2:6][C:15]1[C:14]2[C:18](=[CH:19][CH:20]=[C:12]([Br:11])[CH:13]=2)[NH:17][CH:16]=1)[CH3:2]. Given the reactants [CH2:1]([O:3][C:4](=[O:10])[C:5](=[N:8][OH:9])[CH2:6]Br)[CH3:2].[Br:11][C:12]1[CH:13]=[C:14]2[C:18](=[CH:19][CH:20]=1)[NH:17][CH:16]=[CH:15]2.C([O-])([O-])=O.[Na+].[Na+], predict the reaction product.